This data is from Forward reaction prediction with 1.9M reactions from USPTO patents (1976-2016). The task is: Predict the product of the given reaction. (1) Given the reactants [CH:1]1([C:4]([C:6]2[S:10][C:9]([NH2:11])=[N:8][C:7]=2[C:12]2[O:13][CH:14]=[CH:15][CH:16]=2)=[O:5])[CH2:3][CH2:2]1.C(N([CH2:22][CH3:23])CC)C.Br[CH2:25][C:26](Br)=[O:27].[NH:29]1[CH2:34][CH2:33][O:32][CH2:31][CH2:30]1.[CH2:35]1[CH2:39]O[CH2:37][CH2:36]1, predict the reaction product. The product is: [CH:1]1([C:4]([C:6]2[S:10][C:9]([N:11]([C:26](=[O:27])[CH2:25][N:29]3[CH2:34][CH2:33][O:32][CH2:31][CH2:30]3)[C:23]3[CH:22]=[CH:37][CH:36]=[CH:35][CH:39]=3)=[N:8][C:7]=2[C:12]2[O:13][CH:14]=[CH:15][CH:16]=2)=[O:5])[CH2:2][CH2:3]1. (2) The product is: [CH:33]1([N:15]([C:16]2[CH:21]=[CH:20][CH:19]=[C:18]([C:22](=[O:25])[NH:23][CH3:24])[CH:17]=2)[C:13](=[O:14])[N:12]([CH3:62])[C:10]2[S:11][C:7]([S:6][CH2:5][C:4]([OH:3])=[O:32])=[CH:8][N:9]=2)[CH2:37][CH2:36][CH2:35][CH2:34]1. Given the reactants C([O:3][C:4](=[O:32])[CH2:5][S:6][C:7]1[S:11][C:10]([NH:12][C:13]([N:15](CC2CCCC2)[C:16]2[CH:21]=[CH:20][CH:19]=[C:18]([C:22](=[O:25])[NH:23][CH3:24])[CH:17]=2)=[O:14])=[N:9][CH:8]=1)C.[CH:33]1(N(C2C=CC(S(C)(=O)=O)=CC=2)C(=O)N(C)C2SC=C(CC(O)=O)N=2)[CH2:37][CH2:36][CH2:35][CH2:34]1.[CH:62]1(CNC2C=C(C=CC=2)C(NC)=O)CCCC1.C(OC(=O)CSC1SC(N)=NC=1)C, predict the reaction product. (3) Given the reactants Cl[C:2]1[C:7]([C:8]#[N:9])=[C:6]([NH:10][CH2:11][CH2:12][OH:13])[N:5]=[C:4]([NH:14][CH2:15][CH2:16][OH:17])[N:3]=1.[C:18]1([CH:24]2[CH2:29][CH2:28][NH:27][CH2:26][CH2:25]2)[CH:23]=[CH:22][CH:21]=[CH:20][CH:19]=1.C(N(C(C)C)C(C)C)C, predict the reaction product. The product is: [OH:17][CH2:16][CH2:15][NH:14][C:4]1[N:5]=[C:6]([NH:10][CH2:11][CH2:12][OH:13])[C:7]([C:8]#[N:9])=[C:2]([N:27]2[CH2:28][CH2:29][CH:24]([C:18]3[CH:23]=[CH:22][CH:21]=[CH:20][CH:19]=3)[CH2:25][CH2:26]2)[N:3]=1. (4) The product is: [C:20]([O:22][CH:11]([C:12]1[CH:17]=[CH:16][CH:15]=[CH:14][CH:13]=1)[CH2:10][I:1])(=[O:21])[CH3:19]. Given the reactants [I:1]N1C(C)(C)COC1=O.[CH2:10]=[CH:11][C:12]1[CH:17]=[CH:16][CH:15]=[CH:14][CH:13]=1.O.[CH3:19][C:20]([OH:22])=[O:21], predict the reaction product. (5) Given the reactants [CH:1]1([N:4]([CH:14]2[CH2:19][CH2:18][NH:17][CH2:16][CH2:15]2)[S:5]([C:8]2[CH:13]=[CH:12][CH:11]=[CH:10][CH:9]=2)(=[O:7])=[O:6])[CH2:3][CH2:2]1.C(N(CC)CC)C.Br[CH2:28][C:29]1[CH:38]=[CH:37][C:36]2[C:31](=[CH:32][CH:33]=[CH:34][CH:35]=2)[CH:30]=1, predict the reaction product. The product is: [CH:1]1([N:4]([CH:14]2[CH2:19][CH2:18][N:17]([CH2:28][C:29]3[CH:38]=[CH:37][C:36]4[C:31](=[CH:32][CH:33]=[CH:34][CH:35]=4)[CH:30]=3)[CH2:16][CH2:15]2)[S:5]([C:8]2[CH:13]=[CH:12][CH:11]=[CH:10][CH:9]=2)(=[O:6])=[O:7])[CH2:3][CH2:2]1. (6) Given the reactants [F:1][C:2]1[CH:8]=[C:7]([C:9]2[N:10]=[C:11]([N:19]3[CH2:24][CH2:23][O:22][CH2:21][C@@H:20]3[CH3:25])[C:12]3[CH2:17][N:16]([CH3:18])[CH2:15][C:13]=3[N:14]=2)[CH:6]=[CH:5][C:3]=1[NH2:4].[CH2:26]([N:28]=[C:29]=[O:30])[CH3:27], predict the reaction product. The product is: [CH2:26]([NH:28][C:29]([NH:4][C:3]1[CH:5]=[CH:6][C:7]([C:9]2[N:10]=[C:11]([N:19]3[CH2:24][CH2:23][O:22][CH2:21][C@@H:20]3[CH3:25])[C:12]3[CH2:17][N:16]([CH3:18])[CH2:15][C:13]=3[N:14]=2)=[CH:8][C:2]=1[F:1])=[O:30])[CH3:27].